From a dataset of Full USPTO retrosynthesis dataset with 1.9M reactions from patents (1976-2016). Predict the reactants needed to synthesize the given product. (1) Given the product [CH:1]1([C:7]2[C:8]3[CH:9]=[CH:10][C:11]4[C:12](=[O:33])[NH:13][CH2:14][CH2:15][CH2:16][CH2:17][CH2:18][CH2:19][NH:20][C:21](=[O:32])[CH2:22][N:23]([C:30]=3[CH:31]=4)[C:24]=2[C:25]2[CH:29]=[CH:28][O:27][CH:26]=2)[CH2:6][CH2:5][CH2:4][CH2:3][CH2:2]1, predict the reactants needed to synthesize it. The reactants are: [CH:1]1([C:7]2[C:8]3[CH:9]=[CH:10][C:11]4[C:12](=[O:33])[NH:13][CH2:14][CH2:15][CH:16]=[CH:17][CH2:18][CH2:19][NH:20][C:21](=[O:32])[CH2:22][N:23]([C:30]=3[CH:31]=4)[C:24]=2[C:25]2[CH:29]=[CH:28][O:27][CH:26]=2)[CH2:6][CH2:5][CH2:4][CH2:3][CH2:2]1. (2) Given the product [CH3:1][O:2][C:3]([C:5]1[CH2:6][N:7]([C:23]([O:25][C:26]([CH3:29])([CH3:28])[CH3:27])=[O:24])[CH2:8][C:9]2([C:12]=1[C:13]1[CH:18]=[CH:17][C:16]([CH2:19][CH2:20][CH2:21][O:22][C:32]3[C:33]([F:38])=[CH:34][CH:35]=[C:36]([F:37])[C:31]=3[Cl:30])=[CH:15][CH:14]=1)[CH2:11][CH2:10]2)=[O:4], predict the reactants needed to synthesize it. The reactants are: [CH3:1][O:2][C:3]([C:5]1[CH2:6][N:7]([C:23]([O:25][C:26]([CH3:29])([CH3:28])[CH3:27])=[O:24])[CH2:8][C:9]2([C:12]=1[C:13]1[CH:18]=[CH:17][C:16]([CH2:19][CH2:20][CH2:21][OH:22])=[CH:15][CH:14]=1)[CH2:11][CH2:10]2)=[O:4].[Cl:30][C:31]1[C:36]([F:37])=[CH:35][CH:34]=[C:33]([F:38])[C:32]=1O.C(P(CCCC)CCCC)CCC.